From a dataset of Catalyst prediction with 721,799 reactions and 888 catalyst types from USPTO. Predict which catalyst facilitates the given reaction. (1) Reactant: [NH2:1][CH2:2][C:3]1[CH:4]=[C:5]([C:12]2[NH:16][C:15](=[O:17])[N:14]([C:18]3[CH:23]=[CH:22][C:21]([C:24]([F:27])([F:26])[F:25])=[CH:20][CH:19]=3)[N:13]=2)[C:6]([CH:9]([F:11])[F:10])=[N:7][CH:8]=1.[C:28](Cl)(=[O:33])[C:29]([CH3:32])([CH3:31])[CH3:30]. Product: [F:10][CH:9]([F:11])[C:6]1[N:7]=[CH:8][C:3]([CH2:2][NH:1][C:28](=[O:33])[C:29]([CH3:32])([CH3:31])[CH3:30])=[CH:4][C:5]=1[C:12]1[NH:16][C:15](=[O:17])[N:14]([C:18]2[CH:23]=[CH:22][C:21]([C:24]([F:26])([F:25])[F:27])=[CH:20][CH:19]=2)[N:13]=1. The catalyst class is: 2. (2) Reactant: C(OC([N:8]1[CH2:13][CH2:12][N:11]([C:14](=[O:35])[C:15]2[CH:20]=[CH:19][C:18]([O:21][CH2:22][CH2:23][CH2:24][N:25]3[CH2:30][CH2:29][CH2:28][CH2:27][CH2:26]3)=[CH:17][C:16]=2[C:31]([F:34])([F:33])[F:32])[CH2:10][CH2:9]1)=O)(C)(C)C.[ClH:36]. Product: [ClH:36].[ClH:36].[N:25]1([CH2:24][CH2:23][CH2:22][O:21][C:18]2[CH:19]=[CH:20][C:15]([C:14]([N:11]3[CH2:12][CH2:13][NH:8][CH2:9][CH2:10]3)=[O:35])=[C:16]([C:31]([F:34])([F:33])[F:32])[CH:17]=2)[CH2:30][CH2:29][CH2:28][CH2:27][CH2:26]1. The catalyst class is: 135. (3) Reactant: [CH2:1]([O:8][CH2:9][Sn](CCCC)(CCCC)CCCC)[C:2]1[CH:7]=[CH:6][CH:5]=[CH:4][CH:3]=1.C([Li])CCC.[N:28]1[CH:33]=[C:32]([CH:34]2[CH2:39][CH2:38][CH2:37][N:35]2[CH3:36])[CH:31]=[CH:30][CH:29]=1.[C:40](Cl)(=[O:45])[C:41]([CH3:44])([CH3:43])[CH3:42].C(=O)=O.[NH4+].[Cl-]. Product: [CH2:1]([O:8][CH2:9][CH:31]1[CH:30]=[CH:29][N:28]([C:40](=[O:45])[C:41]([CH3:44])([CH3:43])[CH3:42])[CH:33]=[C:32]1[CH:34]1[CH2:39][CH2:38][CH2:37][N:35]1[CH3:36])[C:2]1[CH:3]=[CH:4][CH:5]=[CH:6][CH:7]=1. The catalyst class is: 1. (4) Reactant: [C:1]([C:3]1[CH:4]=[CH:5][C:6]([O:26][CH3:27])=[C:7]([C:9]2[C:13]([NH:14][C:15]([C:17]3[CH:18]=[N:19][N:20]4[CH:25]=[CH:24][CH:23]=[N:22][C:21]=34)=[O:16])=[CH:12][NH:11][N:10]=2)[CH:8]=1)#[N:2].Cl.Cl[CH2:30][C:31]1[N:35]=[CH:34][N:33]([CH3:36])[N:32]=1.C([O-])([O-])=O.[Cs+].[Cs+]. Product: [C:1]([C:3]1[CH:4]=[CH:5][C:6]([O:26][CH3:27])=[C:7]([C:9]2[C:13]([NH:14][C:15]([C:17]3[CH:18]=[N:19][N:20]4[CH:25]=[CH:24][CH:23]=[N:22][C:21]=34)=[O:16])=[CH:12][N:11]([CH2:30][C:31]3[N:35]=[CH:34][N:33]([CH3:36])[N:32]=3)[N:10]=2)[CH:8]=1)#[N:2]. The catalyst class is: 3. (5) Reactant: [Cl:1][C:2]1[CH:7]=[CH:6][CH:5]=[C:4]([Cl:8])[C:3]=1[CH:9]1[C:14]([C:15]([O:17][CH3:18])=[O:16])=[C:13]([CH2:19][CH2:20][C:21]2[CH:26]=[CH:25][CH:24]=[CH:23][C:22]=2[N+:27]([O-])=O)[NH:12][C:11]([CH2:30][C:31]([O:33][CH3:34])=[O:32])=[C:10]1[C:35]([O:37][CH3:38])=[O:36].C(N(CC)C(C)C)(C)C.[F:48][C:49]([F:60])([F:59])[CH2:50]OS(C(F)(F)F)(=O)=O. Product: [Cl:1][C:2]1[CH:7]=[CH:6][CH:5]=[C:4]([Cl:8])[C:3]=1[CH:9]1[C:14]([C:15]([O:17][CH3:18])=[O:16])=[C:13]([CH2:19][CH2:20][C:21]2[CH:26]=[CH:25][CH:24]=[CH:23][C:22]=2[NH:27][CH2:50][C:49]([F:60])([F:59])[F:48])[NH:12][C:11]([CH2:30][C:31]([O:33][CH3:34])=[O:32])=[C:10]1[C:35]([O:37][CH3:38])=[O:36]. The catalyst class is: 11. (6) Reactant: [Cl:1][CH2:2][C:3](=[O:20])[C@@H:4]([NH:12][C:13](=[O:19])[O:14][C:15]([CH3:18])([CH3:17])[CH3:16])[CH2:5][CH:6]1[CH2:11][CH2:10][CH2:9][CH2:8][CH2:7]1.[BH4-].[Na+]. Product: [Cl:1][CH2:2][C@@H:3]([OH:20])[C@@H:4]([NH:12][C:13](=[O:19])[O:14][C:15]([CH3:16])([CH3:17])[CH3:18])[CH2:5][CH:6]1[CH2:11][CH2:10][CH2:9][CH2:8][CH2:7]1. The catalyst class is: 20.